From a dataset of Full USPTO retrosynthesis dataset with 1.9M reactions from patents (1976-2016). Predict the reactants needed to synthesize the given product. (1) Given the product [C:1]([C:3]1[CH:4]=[C:5]([C:13]2[N:14]=[CH:15][C:16]([C:19]3[C:20]([CH2:33][CH3:34])=[C:21]([CH2:25][CH2:26][CH2:27][C:28]([OH:30])=[O:29])[CH:22]=[CH:23][CH:24]=3)=[CH:17][N:18]=2)[CH:6]=[CH:7][C:8]=1[CH2:9][CH:10]([CH3:12])[CH3:11])#[N:2], predict the reactants needed to synthesize it. The reactants are: [C:1]([C:3]1[CH:4]=[C:5]([C:13]2[N:18]=[CH:17][C:16]([C:19]3[C:20]([CH2:33][CH3:34])=[C:21]([CH2:25][CH2:26][CH2:27][C:28]([O:30]CC)=[O:29])[CH:22]=[CH:23][CH:24]=3)=[CH:15][N:14]=2)[CH:6]=[CH:7][C:8]=1[CH2:9][CH:10]([CH3:12])[CH3:11])#[N:2].[OH-].[Na+]. (2) Given the product [OH:41][CH:40]([C:39]1[CH:42]=[CH:43][C:36]([O:35][C:30]2[C:29]3[C:34](=[C:25]([C:24]([F:45])([F:23])[F:44])[CH:26]=[CH:27][CH:28]=3)[N:33]=[CH:32][CH:31]=2)=[CH:37][CH:38]=1)[CH2:2][C:1]([O:4][CH2:5][CH3:6])=[O:3], predict the reactants needed to synthesize it. The reactants are: [C:1]([O:4][CH2:5][CH3:6])(=[O:3])[CH3:2].CCCCCC.C[Si]([N-][Si](C)(C)C)(C)C.[Li+].[F:23][C:24]([F:45])([F:44])[C:25]1[CH:26]=[CH:27][CH:28]=[C:29]2[C:34]=1[N:33]=[CH:32][CH:31]=[C:30]2[O:35][C:36]1[CH:43]=[CH:42][C:39]([CH:40]=[O:41])=[CH:38][CH:37]=1.[Cl-].[NH4+].